Dataset: Full USPTO retrosynthesis dataset with 1.9M reactions from patents (1976-2016). Task: Predict the reactants needed to synthesize the given product. (1) Given the product [NH2:2][C@H:3]([C:5]([O:7][C:8]([CH3:11])([CH3:10])[CH3:9])=[O:6])[CH3:4], predict the reactants needed to synthesize it. The reactants are: Cl.[NH2:2][C@H:3]([C:5]([O:7][C:8]([CH3:11])([CH3:10])[CH3:9])=[O:6])[CH3:4].C(Cl)Cl.CC(C=O)(C)C. (2) Given the product [CH3:28][C:23]([NH:22][C:12]([C:10]1[CH:9]=[CH:8][C:7]([N:15]2[CH2:19][CH2:18][C:17]([F:21])([F:20])[CH2:16]2)=[C:6]([O:5][CH2:4][CH:1]2[CH2:2][CH2:3]2)[N:11]=1)=[O:14])([C:24](=[O:25])[NH:26][CH3:27])[CH3:29], predict the reactants needed to synthesize it. The reactants are: [CH:1]1([CH2:4][O:5][C:6]2[N:11]=[C:10]([C:12]([OH:14])=O)[CH:9]=[CH:8][C:7]=2[N:15]2[CH2:19][CH2:18][C:17]([F:21])([F:20])[CH2:16]2)[CH2:3][CH2:2]1.[NH2:22][C:23]([CH3:29])([CH3:28])[C:24]([NH:26][CH3:27])=[O:25]. (3) The reactants are: [N+:1]([CH2:3][C:4]([O:6][CH3:7])=[O:5])#[C-].[CH:8]([C:10]1[CH:19]=[CH:18][CH:17]=[CH:16][C:11]=1[C:12]([O:14]C)=O)=O.[H-].[Na+].C(O)(=O)C. Given the product [O:14]=[C:12]1[C:11]2[C:10](=[CH:19][CH:18]=[CH:17][CH:16]=2)[CH:8]=[C:3]([C:4]([O:6][CH3:7])=[O:5])[NH:1]1, predict the reactants needed to synthesize it. (4) Given the product [F:1][C:2]1[CH:3]=[CH:4][C:5]([O:11][C:12]2[CH:17]=[CH:16][C:15]([F:18])=[CH:14][CH:13]=2)=[C:6]([CH:10]=1)[C:7]([NH:20][CH2:21][C:22]1[CH:23]=[CH:24][C:25]([C:26]([O:28][CH3:29])=[O:27])=[CH:30][CH:31]=1)=[O:9], predict the reactants needed to synthesize it. The reactants are: [F:1][C:2]1[CH:3]=[CH:4][C:5]([O:11][C:12]2[CH:17]=[CH:16][C:15]([F:18])=[CH:14][CH:13]=2)=[C:6]([CH:10]=1)[C:7]([OH:9])=O.Cl.[NH2:20][CH2:21][C:22]1[CH:31]=[CH:30][C:25]([C:26]([O:28][CH3:29])=[O:27])=[CH:24][CH:23]=1. (5) Given the product [Cl:1][C:2]1[C:7]([Cl:8])=[CH:6][CH:5]=[CH:4][C:3]=1[S:9][C:13]1[CH:21]=[CH:20][CH:19]=[CH:18][C:14]=1[C:15]([OH:17])=[O:16], predict the reactants needed to synthesize it. The reactants are: [Cl:1][C:2]1[C:7]([Cl:8])=[CH:6][CH:5]=[CH:4][C:3]=1[SH:9].[OH-].[K+].I[C:13]1[CH:21]=[CH:20][CH:19]=[CH:18][C:14]=1[C:15]([OH:17])=[O:16]. (6) Given the product [Br:13][C:11]1[C:10]([F:14])=[CH:9][C:8]([F:15])=[C:7]([C@@:2]([NH:1][C:17](=[O:16])[O:19][C:20]([CH3:23])([CH3:22])[CH3:21])([CH2:3][CH2:4][OH:5])[CH3:6])[CH:12]=1, predict the reactants needed to synthesize it. The reactants are: [NH2:1][C@@:2]([C:7]1[CH:12]=[C:11]([Br:13])[C:10]([F:14])=[CH:9][C:8]=1[F:15])([CH3:6])[CH2:3][CH2:4][OH:5].[O:16](C(OC(C)(C)C)=O)[C:17]([O:19][C:20]([CH3:23])([CH3:22])[CH3:21])=O.O.CCOC(C)=O.O. (7) Given the product [F:10][C:11]1[CH:16]=[CH:15][C:14]([C:2]2[CH:9]=[CH:8][CH:7]=[CH:6][C:3]=2[CH2:4][OH:5])=[CH:13][CH:12]=1, predict the reactants needed to synthesize it. The reactants are: Br[C:2]1[CH:9]=[CH:8][CH:7]=[CH:6][C:3]=1[CH2:4][OH:5].[F:10][C:11]1[CH:16]=[CH:15][C:14](B(O)O)=[CH:13][CH:12]=1.[O-]P([O-])([O-])=O.[K+].[K+].[K+]. (8) Given the product [Cl:1][C:2]1[CH:3]=[C:4]2[C:9](=[CH:10][CH:11]=1)[NH:8][CH:7]([C:12]1[CH:13]=[C:14]([NH:18][S:28]([C:23]3[CH:24]=[CH:25][CH:26]=[CH:27][C:22]=3[F:21])(=[O:30])=[O:29])[CH:15]=[CH:16][CH:17]=1)[CH2:6][C:5]2([CH3:20])[CH3:19], predict the reactants needed to synthesize it. The reactants are: [Cl:1][C:2]1[CH:3]=[C:4]2[C:9](=[CH:10][CH:11]=1)[NH:8][CH:7]([C:12]1[CH:13]=[C:14]([NH2:18])[CH:15]=[CH:16][CH:17]=1)[CH2:6][C:5]2([CH3:20])[CH3:19].[F:21][C:22]1[CH:27]=[CH:26][CH:25]=[CH:24][C:23]=1[S:28](Cl)(=[O:30])=[O:29]. (9) Given the product [NH2:1][C:2]([C:4]1[CH:5]=[N:6][C:7]2[C:12]([C:13]=1[NH:14][C:15]1[CH:16]=[C:17]([CH:23]=[CH:24][CH:25]=1)[C:18]([O:20][CH2:21][CH3:22])=[O:19])=[CH:11][CH:10]=[C:9]([C:32]1[CH:31]=[CH:30][N:29]=[C:28]([CH3:27])[CH:33]=1)[CH:8]=2)=[O:3], predict the reactants needed to synthesize it. The reactants are: [NH2:1][C:2]([C:4]1[CH:5]=[N:6][C:7]2[C:12]([C:13]=1[NH:14][C:15]1[CH:16]=[C:17]([CH:23]=[CH:24][CH:25]=1)[C:18]([O:20][CH2:21][CH3:22])=[O:19])=[CH:11][CH:10]=[C:9](Cl)[CH:8]=2)=[O:3].[CH3:27][C:28]1[CH:33]=[C:32](B2OC(C)(C)C(C)(C)O2)[CH:31]=[CH:30][N:29]=1.C(=O)([O-])[O-].[K+].[K+]. (10) Given the product [C:45]([O:1][CH2:2][C:3]1[N:7]2[C:8]3[CH:40]=[CH:39][C:38]([Cl:41])=[CH:37][C:9]=3[C@@H:10]([C:27]3[CH:32]=[CH:31][CH:30]=[C:29]([O:33][CH3:34])[C:28]=3[O:35][CH3:36])[O:11][C@H:12]([CH2:13][CH2:14][C:15]([N:17]3[CH2:22][CH2:21][CH:20]([CH2:23][C:24]([OH:26])=[O:25])[CH2:19][CH2:18]3)=[O:16])[C:6]2=[CH:5][CH:4]=1)(=[O:48])[CH3:42], predict the reactants needed to synthesize it. The reactants are: [OH:1][CH2:2][C:3]1[N:7]2[C:8]3[CH:40]=[CH:39][C:38]([Cl:41])=[CH:37][C:9]=3[C@@H:10]([C:27]3[CH:32]=[CH:31][CH:30]=[C:29]([O:33][CH3:34])[C:28]=3[O:35][CH3:36])[O:11][C@H:12]([CH2:13][CH2:14][C:15]([N:17]3[CH2:22][CH2:21][CH:20]([CH2:23][C:24]([OH:26])=[O:25])[CH2:19][CH2:18]3)=[O:16])[C:6]2=[CH:5][CH:4]=1.[CH2:42]=O.O.[C:45](=[O:48])(O)[O-].[Na+].